Dataset: Reaction yield outcomes from USPTO patents with 853,638 reactions. Task: Predict the reaction yield, written as a fraction of the theoretical maximum amount of product (1.0 means a 100% yield; for example, 0.34 means a 34% yield). (1) The yield is 0.760. The reactants are [CH:1]1([N:7]2[C:15]3[C:14](=[O:16])[NH:13][C:12]([C:17]4[CH:24]=[CH:23][C:20]([CH:21]=O)=[CH:19][C:18]=4[O:25][CH3:26])=[N:11][C:10]=3[C:9]([CH3:27])=[N:8]2)[CH2:6][CH2:5][CH2:4][CH2:3][CH2:2]1.[CH3:28][N:29]1[CH2:34][CH2:33][NH:32][CH2:31][CH2:30]1.C(O[BH-](OC(=O)C)OC(=O)C)(=O)C.[Na+].C(=O)([O-])O.[Na+]. The product is [CH:1]1([N:7]2[C:15]3[C:14](=[O:16])[NH:13][C:12]([C:17]4[CH:24]=[CH:23][C:20]([CH2:21][N:32]5[CH2:33][CH2:34][N:29]([CH3:28])[CH2:30][CH2:31]5)=[CH:19][C:18]=4[O:25][CH3:26])=[N:11][C:10]=3[C:9]([CH3:27])=[N:8]2)[CH2:2][CH2:3][CH2:4][CH2:5][CH2:6]1. The catalyst is C(O)(=O)C.ClCCCl. (2) The reactants are CC1(C)C(C)(C)OB([C:9]2[CH:17]=[C:16]([C:18]([F:21])([F:20])[F:19])[CH:15]=[C:14]3[C:10]=2[CH:11]=[N:12][NH:13]3)O1.I[C:24]1[C:25]([O:32][CH3:33])=[N:26][C:27]([O:30][CH3:31])=[N:28][CH:29]=1.C(=O)([O-])[O-].[Na+].[Na+]. The catalyst is O1CCOCC1.C1C=CC(P(C2C=CC=CC=2)[C-]2C=CC=C2)=CC=1.C1C=CC(P(C2C=CC=CC=2)[C-]2C=CC=C2)=CC=1.Cl[Pd]Cl.[Fe+2]. The product is [CH3:31][O:30][C:27]1[N:26]=[C:25]([O:32][CH3:33])[C:24]([C:9]2[CH:17]=[C:16]([C:18]([F:19])([F:20])[F:21])[CH:15]=[C:14]3[C:10]=2[CH:11]=[N:12][NH:13]3)=[CH:29][N:28]=1. The yield is 0.322. (3) The reactants are [C:1]([O:5][C:6]([N:8]1[CH2:12][C@H:11]([OH:13])[CH2:10][C@H:9]1[C:14]([OH:16])=[O:15])=[O:7])([CH3:4])([CH3:3])[CH3:2].[N+](=[CH2:19])=[N-]. The catalyst is C1COCC1. The product is [OH:13][C@H:11]1[CH2:12][N:8]([C:6]([O:5][C:1]([CH3:4])([CH3:2])[CH3:3])=[O:7])[C@H:9]([C:14]([O:16][CH3:19])=[O:15])[CH2:10]1. The yield is 0.960. (4) The yield is 1.00. The product is [CH3:1][O:2][C:3]1[CH:4]=[C:5]2[C:9](=[CH:10][CH:11]=1)[N:8]([CH2:15][C:16]([O:18][CH3:19])=[O:17])[CH:7]=[CH:6]2. The catalyst is CN(C=O)C. The reactants are [CH3:1][O:2][C:3]1[CH:4]=[C:5]2[C:9](=[CH:10][CH:11]=1)[NH:8][CH:7]=[CH:6]2.[H-].[Na+].Br[CH2:15][C:16]([O:18][CH3:19])=[O:17].O.